Dataset: Forward reaction prediction with 1.9M reactions from USPTO patents (1976-2016). Task: Predict the product of the given reaction. (1) Given the reactants [NH2:1][CH:2]([C:12]1[C:20]2[C:15](=[CH:16][CH:17]=[C:18]([Cl:21])[CH:19]=2)[NH:14][CH:13]=1)[CH2:3][NH:4][C:5](=[O:11])[O:6][C:7]([CH3:10])([CH3:9])[CH3:8].[Cl:22][C:23]1[CH:24]=[C:25]2[C:29](=[CH:30][CH:31]=1)[NH:28][CH:27]=[C:26]2[C:32](O)=[O:33].C(N=C=NCCCN(C)C)C, predict the reaction product. The product is: [Cl:21][C:18]1[CH:19]=[C:20]2[C:15](=[CH:16][CH:17]=1)[NH:14][CH:13]=[C:12]2[CH:2]([NH:1][C:32]([C:26]1[C:25]2[C:29](=[CH:30][CH:31]=[C:23]([Cl:22])[CH:24]=2)[NH:28][CH:27]=1)=[O:33])[CH2:3][NH:4][C:5](=[O:11])[O:6][C:7]([CH3:9])([CH3:10])[CH3:8]. (2) Given the reactants CS(O[CH2:6][CH2:7][CH2:8][C:9]([F:15])([F:14])[C:10]([F:13])([F:12])[F:11])(=O)=O.[I-:16].[Na+].CC(C)=O, predict the reaction product. The product is: [F:14][C:9]([F:15])([C:10]([F:13])([F:12])[F:11])[CH2:8][CH2:7][CH2:6][I:16].